From a dataset of Retrosynthesis with 50K atom-mapped reactions and 10 reaction types from USPTO. Predict the reactants needed to synthesize the given product. (1) Given the product O=C(Nc1nc(C(Cl)(Cl)Cl)ns1)c1ccccc1F, predict the reactants needed to synthesize it. The reactants are: Nc1nc(C(Cl)(Cl)Cl)ns1.O=C(Cl)c1ccccc1F. (2) Given the product CNC(=O)CC(c1ccc2cc[nH]c2c1)c1ccccn1, predict the reactants needed to synthesize it. The reactants are: CNC(=O)C=C(c1ccc2cc[nH]c2c1)c1ccccn1. (3) Given the product C[C@H]1SC(N)=N[C@@]2(c3ccc(F)cc3F)CO[C@@H](c3ncco3)C[C@@H]12, predict the reactants needed to synthesize it. The reactants are: C[C@H]1SC(NC(=O)c2ccccc2)=N[C@@]2(c3ccc(F)cc3F)CO[C@@H](c3ncco3)C[C@@H]12.NC1=N[C@@]2(c3ccc(F)cc3F)CO[C@@H](c3ncco3)C[C@H]2CS1. (4) Given the product CC(C)(C)OC(=O)NCc1cccc(CNc2ncc([N+](=O)[O-])c(SC#N)n2)c1, predict the reactants needed to synthesize it. The reactants are: CC(C)(C)OC(=O)NCc1cccc(CN)c1.N#CSc1nc(Cl)ncc1[N+](=O)[O-]. (5) Given the product CC1(C2CCCC2)Cc2cc(OCc3cccc(CSc4ccncc4)c3)c(Cl)c(Cl)c2C1=O, predict the reactants needed to synthesize it. The reactants are: CC1(C2CCCC2)Cc2cc(O)c(Cl)c(Cl)c2C1=O.OCc1cccc(CSc2ccncc2)c1. (6) Given the product CCOC(CNC(C)C)c1ccc(O)c(NS(C)(=O)=O)c1, predict the reactants needed to synthesize it. The reactants are: CC(C)NCC(Cl)c1ccc(O)c(NS(C)(=O)=O)c1.CCO. (7) The reactants are: CCn1cc(-c2cccc(N)c2)c(-c2ccncc2)n1.O=C=Nc1ccc(Br)cc1. Given the product CCn1cc(-c2cccc(NC(=O)Nc3ccc(Br)cc3)c2)c(-c2ccncc2)n1, predict the reactants needed to synthesize it.